This data is from Peptide-MHC class I binding affinity with 185,985 pairs from IEDB/IMGT. The task is: Regression. Given a peptide amino acid sequence and an MHC pseudo amino acid sequence, predict their binding affinity value. This is MHC class I binding data. (1) The peptide sequence is QLLLEVEQEI. The MHC is HLA-B40:02 with pseudo-sequence HLA-B40:02. The binding affinity (normalized) is 0. (2) The peptide sequence is LMAFANQIHH. The MHC is HLA-A11:01 with pseudo-sequence HLA-A11:01. The binding affinity (normalized) is 0.109. (3) The peptide sequence is LELRSRYWAI. The MHC is HLA-B45:01 with pseudo-sequence HLA-B45:01. The binding affinity (normalized) is 0.282. (4) The peptide sequence is KMIPLLFILF. The MHC is Mamu-B17 with pseudo-sequence Mamu-B17. The binding affinity (normalized) is 0.242. (5) The peptide sequence is GDYFVLTSHT. The MHC is HLA-B44:03 with pseudo-sequence HLA-B44:03. The binding affinity (normalized) is 0.0735.